This data is from Reaction yield outcomes from USPTO patents with 853,638 reactions. The task is: Predict the reaction yield, written as a fraction of the theoretical maximum amount of product (1.0 means a 100% yield; for example, 0.34 means a 34% yield). (1) The product is [CH:41]1([CH2:36][NH:37][C:19](=[O:21])[C:18]2[CH:22]=[CH:23][C:15]([O:14][CH2:13][C:3]3[C:4]([C:7]4[CH:8]=[CH:9][N:10]=[CH:11][CH:12]=4)=[N:5][O:6][C:2]=3[CH3:1])=[N:16][CH:17]=2)[CH2:46][CH2:45]1. No catalyst specified. The reactants are [CH3:1][C:2]1[O:6][N:5]=[C:4]([C:7]2[CH:12]=[CH:11][N:10]=[CH:9][CH:8]=2)[C:3]=1[CH2:13][O:14][C:15]1[CH:23]=[CH:22][C:18]([C:19]([OH:21])=O)=[CH:17][N:16]=1.COC(=O)C1C=CC(OCC2[C:36]([C:41]3[CH:46]=[CH:45]C=C(F)C=3)=[N:37]OC=2C)=NC=1. The yield is 0.630. (2) The reactants are [N+:1]([C:4]1[C:5]([C:9]([OH:11])=[O:10])=[N:6][NH:7][CH:8]=1)([O-:3])=[O:2].Cl.[CH3:13]N(C)CCCN=C=NCC.CO. The catalyst is ClCCl.CN(C)C1C=CN=CC=1. The product is [CH3:13][O:10][C:9]([C:5]1[C:4]([N+:1]([O-:3])=[O:2])=[CH:8][NH:7][N:6]=1)=[O:11]. The yield is 0.488.